This data is from Forward reaction prediction with 1.9M reactions from USPTO patents (1976-2016). The task is: Predict the product of the given reaction. (1) Given the reactants [CH3:1][C:2]1[CH:7]=[CH:6][C:5]([C@@H:8]([NH2:10])[CH3:9])=[CH:4][CH:3]=1.[CH:11]1[N:16]=[C:15](Cl)[C:14]2[N:18]=[CH:19][N:20]([C@@H:21]3[O:25][C@H:24]([CH2:26][OH:27])[C@@H:23]([OH:28])[C@H:22]3[OH:29])[C:13]=2[N:12]=1, predict the reaction product. The product is: [CH3:1][C:2]1[CH:7]=[CH:6][C:5]([C@@H:8]([NH:10][C:15]2[C:14]3[N:18]=[CH:19][N:20]([C:13]=3[N:12]=[CH:11][N:16]=2)[C@@H:21]2[O:25][C@H:24]([CH2:26][OH:27])[C@@H:23]([OH:28])[C@H:22]2[OH:29])[CH3:9])=[CH:4][CH:3]=1. (2) Given the reactants C1(P(C2CCCCC2)C2C=CC=CC=2C2C(OC)=CC=CC=2OC)CCCCC1.P([O-])([O-])([O-])=O.[K+].[K+].[K+].[CH2:38]([C:40]([C:59]1[CH:64]=[CH:63][C:62](/[CH:65]=[CH:66]/[C:67]([C:73]([F:76])([F:75])[F:74])([OH:72])[C:68]([F:71])([F:70])[F:69])=[C:61]([CH3:77])[CH:60]=1)([C:43]1[CH:48]=[CH:47][C:46](B2OC(C)(C)C(C)(C)O2)=[C:45]([CH3:58])[CH:44]=1)[CH2:41][CH3:42])[CH3:39].[CH3:78][O:79][C:80](=[O:89])[CH2:81][C:82]1[CH:87]=[CH:86][CH:85]=[C:84](Br)[CH:83]=1, predict the reaction product. The product is: [CH3:78][O:79][C:80](=[O:89])[CH2:81][C:82]1[CH:83]=[C:84]([C:46]2[CH:47]=[CH:48][C:43]([C:40]([CH2:41][CH3:42])([C:59]3[CH:64]=[CH:63][C:62](/[CH:65]=[CH:66]/[C:67]([OH:72])([C:73]([F:75])([F:76])[F:74])[C:68]([F:71])([F:70])[F:69])=[C:61]([CH3:77])[CH:60]=3)[CH2:38][CH3:39])=[CH:44][C:45]=2[CH3:58])[CH:85]=[CH:86][CH:87]=1.